This data is from NCI-60 drug combinations with 297,098 pairs across 59 cell lines. The task is: Regression. Given two drug SMILES strings and cell line genomic features, predict the synergy score measuring deviation from expected non-interaction effect. (1) Drug 1: CC1=C(C=C(C=C1)NC2=NC=CC(=N2)N(C)C3=CC4=NN(C(=C4C=C3)C)C)S(=O)(=O)N.Cl. Drug 2: CS(=O)(=O)C1=CC(=C(C=C1)C(=O)NC2=CC(=C(C=C2)Cl)C3=CC=CC=N3)Cl. Cell line: SK-OV-3. Synergy scores: CSS=4.12, Synergy_ZIP=4.64, Synergy_Bliss=5.66, Synergy_Loewe=2.17, Synergy_HSA=3.49. (2) Drug 1: CCN(CC)CCNC(=O)C1=C(NC(=C1C)C=C2C3=C(C=CC(=C3)F)NC2=O)C. Drug 2: CNC(=O)C1=NC=CC(=C1)OC2=CC=C(C=C2)NC(=O)NC3=CC(=C(C=C3)Cl)C(F)(F)F. Cell line: LOX IMVI. Synergy scores: CSS=-3.11, Synergy_ZIP=0.293, Synergy_Bliss=-4.00, Synergy_Loewe=-5.65, Synergy_HSA=-6.07. (3) Drug 1: CC12CCC(CC1=CCC3C2CCC4(C3CC=C4C5=CN=CC=C5)C)O. Drug 2: CCC1(CC2CC(C3=C(CCN(C2)C1)C4=CC=CC=C4N3)(C5=C(C=C6C(=C5)C78CCN9C7C(C=CC9)(C(C(C8N6C=O)(C(=O)OC)O)OC(=O)C)CC)OC)C(=O)OC)O.OS(=O)(=O)O. Cell line: IGROV1. Synergy scores: CSS=20.7, Synergy_ZIP=-4.32, Synergy_Bliss=3.36, Synergy_Loewe=-12.7, Synergy_HSA=2.16.